Dataset: Forward reaction prediction with 1.9M reactions from USPTO patents (1976-2016). Task: Predict the product of the given reaction. (1) Given the reactants Br[C:2]1[CH:3]=[C:4]([CH:7]=[C:8]([F:10])[CH:9]=1)[CH2:5][OH:6].[C:11]([C:15]1[CH:19]=[C:18]([NH2:20])[NH:17][N:16]=1)([CH3:14])([CH3:13])[CH3:12].C(=O)([O-])[O-].[K+].[K+], predict the reaction product. The product is: [NH2:20][C:18]1[N:17]([C:2]2[CH:3]=[C:4]([CH2:5][OH:6])[CH:7]=[C:8]([F:10])[CH:9]=2)[N:16]=[C:15]([C:11]([CH3:14])([CH3:13])[CH3:12])[CH:19]=1. (2) Given the reactants [O:1]1[C:5]2[CH:6]=[CH:7][CH:8]=[CH:9][C:4]=2[CH:3]=[C:2]1[C:10]([NH:12][C@H:13]([C:24]([O:26]C)=[O:25])[CH2:14][C:15]1[C:23]2[C:18](=[CH:19][CH:20]=[CH:21][CH:22]=2)[NH:17][CH:16]=1)=[O:11].[OH-].[Na+], predict the reaction product. The product is: [O:1]1[C:5]2[CH:6]=[CH:7][CH:8]=[CH:9][C:4]=2[CH:3]=[C:2]1[C:10]([NH:12][C@H:13]([C:24]([OH:26])=[O:25])[CH2:14][C:15]1[C:23]2[C:18](=[CH:19][CH:20]=[CH:21][CH:22]=2)[NH:17][CH:16]=1)=[O:11]. (3) The product is: [I:1][C:2]1[CH:10]=[CH:9][C:8]2[N:7]([CH2:17][C:18]([N:20]3[CH2:25][CH2:24][CH2:23][CH2:22][CH2:21]3)=[O:19])[C:6]3[CH2:11][CH2:12][N:13]([CH3:15])[CH2:14][C:5]=3[C:4]=2[CH:3]=1. Given the reactants [I:1][C:2]1[CH:10]=[CH:9][C:8]2[NH:7][C:6]3[CH2:11][CH2:12][N:13]([CH3:15])[CH2:14][C:5]=3[C:4]=2[CH:3]=1.Cl[CH2:17][C:18]([N:20]1[CH2:25][CH2:24][CH2:23][CH2:22][CH2:21]1)=[O:19], predict the reaction product. (4) Given the reactants C(Cl)(=O)C(Cl)=O.CS(C)=O.[Cl:11][C:12]1[C:13]2[CH:24]=[CH:23][CH:22]=[CH:21][C:14]=2[S:15][C:16]=1[CH2:17][CH2:18][CH2:19][OH:20].C(N(CC)CC)C, predict the reaction product. The product is: [Cl:11][C:12]1[C:13]2[CH:24]=[CH:23][CH:22]=[CH:21][C:14]=2[S:15][C:16]=1[CH2:17][CH2:18][CH:19]=[O:20]. (5) Given the reactants [Li+].C[Si]([N-][Si](C)(C)C)(C)C.[Br:11][CH:12]1[CH2:18][CH2:17][CH2:16][C:15]2[CH:19]=[C:20]([O:23][CH3:24])[CH:21]=[CH:22][C:14]=2[C:13]1=[O:25].[CH3:26][C:27](OC(C)=O)=[O:28], predict the reaction product. The product is: [Br:11][C:12]1[CH2:18][CH2:17][CH2:16][C:15]2[CH:19]=[C:20]([O:23][CH3:24])[CH:21]=[CH:22][C:14]=2[C:13]=1[O:25][C:27](=[O:28])[CH3:26]. (6) Given the reactants [N+:1]([C:4]1[CH:12]=[C:11]2[C:7]([CH2:8][NH:9][C:10]2=[O:13])=[CH:6][CH:5]=1)([O-])=O, predict the reaction product. The product is: [NH2:1][C:4]1[CH:12]=[C:11]2[C:7]([CH2:8][NH:9][C:10]2=[O:13])=[CH:6][CH:5]=1.